From a dataset of Reaction yield outcomes from USPTO patents with 853,638 reactions. Predict the reaction yield, written as a fraction of the theoretical maximum amount of product (1.0 means a 100% yield; for example, 0.34 means a 34% yield). (1) The reactants are [C:1]1([C:7]2[O:11][C:10]([C:12]([F:15])([F:14])[F:13])=[C:9]([C:16](Cl)=[O:17])[CH:8]=2)[CH:6]=[CH:5][CH:4]=[CH:3][CH:2]=1.[F:19][C:20]([F:33])([F:32])[C:21]1[CH:22]=[C:23]([NH2:31])[CH:24]=[C:25]([C:27]([F:30])([F:29])[F:28])[CH:26]=1.C(N(CC)C(C)C)(C)C.Cl.C([O-])(O)=O.[Na+]. The catalyst is ClCCl. The product is [F:19][C:20]([F:32])([F:33])[C:21]1[CH:22]=[C:23]([NH:31][C:16]([C:9]2[CH:8]=[C:7]([C:1]3[CH:6]=[CH:5][CH:4]=[CH:3][CH:2]=3)[O:11][C:10]=2[C:12]([F:15])([F:14])[F:13])=[O:17])[CH:24]=[C:25]([C:27]([F:28])([F:30])[F:29])[CH:26]=1. The yield is 0.920. (2) The reactants are [Cl:1][C:2]1[CH:3]=[CH:4][C:5]([N+:24]([O-])=O)=[C:6]([CH:23]=1)[C:7]([NH:9][C:10]1[CH:14]=[CH:13][N:12]([C:15]2[CH:20]=[CH:19][C:18]([CH3:21])=[C:17]([CH3:22])[CH:16]=2)[N:11]=1)=[O:8]. The catalyst is C(O)(=O)C.[Zn]. The product is [NH2:24][C:5]1[CH:4]=[CH:3][C:2]([Cl:1])=[CH:23][C:6]=1[C:7]([NH:9][C:10]1[CH:14]=[CH:13][N:12]([C:15]2[CH:20]=[CH:19][C:18]([CH3:21])=[C:17]([CH3:22])[CH:16]=2)[N:11]=1)=[O:8]. The yield is 0.730. (3) The reactants are [CH3:1][O:2][C:3]1[N:8]=[C:7]([C:9]([O:11][CH3:12])=[O:10])[C:6]([NH:13][C:14]([C:16]2[C:25]3[C:20](=[CH:21][CH:22]=[CH:23][CH:24]=3)[C:19]([CH3:26])=[CH:18][CH:17]=2)=[O:15])=[N:5][CH:4]=1.[Cl:27]N1C(=O)CCC1=O. The catalyst is C(#N)C. The product is [CH3:12][O:11][C:9]([C:7]1[C:6]([NH:13][C:14]([C:16]2[C:25]3[C:20](=[CH:21][CH:22]=[CH:23][CH:24]=3)[C:19]([CH3:26])=[CH:18][CH:17]=2)=[O:15])=[N:5][C:4]([Cl:27])=[C:3]([O:2][CH3:1])[N:8]=1)=[O:10]. The yield is 0.770. (4) The reactants are Br[CH2:2][CH2:3][CH:4]([S:9]([OH:12])(=[O:11])=[O:10])[C:5]([O:7][CH3:8])=[O:6].[C:13]([OH:16])(=[S:15])[CH3:14].CCN(C(C)C)C(C)C. The catalyst is C1COCC1. The product is [C:13]([S:15][CH2:2][CH2:3][CH:4]([S:9]([OH:12])(=[O:11])=[O:10])[C:5]([O:7][CH3:8])=[O:6])(=[O:16])[CH3:14]. The yield is 0.900. (5) The reactants are [S:1]1[CH:5]=[CH:4][C:3]2[CH:6]=[C:7]([CH2:10][NH:11][CH3:12])[CH:8]=[CH:9][C:2]1=2.Cl.[O:14]=[C:15]1[NH:24][C:23]2[N:22]=[CH:21][C:20]([CH:25]=[CH:26][C:27]([OH:29])=O)=[CH:19][C:18]=2[CH2:17][CH2:16]1.C1C=CC2N(O)N=NC=2C=1.CCN(C(C)C)C(C)C.CCN=C=NCCCN(C)C.Cl. The catalyst is CN(C=O)C.O. The product is [S:1]1[CH:5]=[CH:4][C:3]2[CH:6]=[C:7]([CH2:10][N:11]([CH3:12])[C:27](=[O:29])/[CH:26]=[CH:25]/[C:20]3[CH:21]=[N:22][C:23]4[NH:24][C:15](=[O:14])[CH2:16][CH2:17][C:18]=4[CH:19]=3)[CH:8]=[CH:9][C:2]1=2. The yield is 0.780. (6) The reactants are F.F.F.C(N(CC)CC)C.C(N(CC)CC)C.[Si]([O:35][CH2:36][C@H:37]1[O:41][C@@H:40]([N:42]2[CH:49]=[C:48]([CH3:50])[C:46](=[O:47])[NH:45][C:43]2=[O:44])[C@H:39]([O:51][CH2:52][CH2:53][O:54][N:55]([CH3:57])[CH3:56])[C@@H:38]1[OH:58])(C(C)(C)C)(C1C=CC=CC=1)C1C=CC=CC=1.CO. The catalyst is C(Cl)Cl. The product is [CH3:56][N:55]([CH3:57])[O:54][CH2:53][CH2:52][O:51][C@@H:39]1[C@H:38]([OH:58])[C@@H:37]([CH2:36][OH:35])[O:41][C@H:40]1[N:42]1[CH:49]=[C:48]([CH3:50])[C:46](=[O:47])[NH:45][C:43]1=[O:44]. The yield is 0.925.